This data is from Full USPTO retrosynthesis dataset with 1.9M reactions from patents (1976-2016). The task is: Predict the reactants needed to synthesize the given product. (1) Given the product [CH2:1]([O:5][C:6]1[CH:11]=[CH:10][CH:9]=[CH:8][CH:7]=1)[CH:2]1[S:14][CH2:3]1, predict the reactants needed to synthesize it. The reactants are: [CH2:1]([O:5][C:6]1[CH:11]=[CH:10][CH:9]=[CH:8][CH:7]=1)[CH:2]1O[CH2:3]1.NC(N)=[S:14].C(OC(=O)C)(=O)C. (2) Given the product [C:1]([CH2:10][C@@H:9]([OH:12])[CH2:8][C:7]([OH:6])=[O:13])#[N:2], predict the reactants needed to synthesize it. The reactants are: [C-:1]#[N:2].[Na+].C([O:6][C:7](=[O:13])[CH2:8][C@H:9]([OH:12])[CH2:10]Cl)C.[C-]#N. (3) Given the product [ClH:32].[C:2]1([NH:1][C:21](=[NH:30])/[CH:22]=[CH:23]/[C:24]2[CH:29]=[CH:28][CH:27]=[CH:26][CH:25]=2)[CH:7]=[CH:6][CH:5]=[CH:4][CH:3]=1, predict the reactants needed to synthesize it. The reactants are: [NH2:1][C:2]1[CH:7]=[CH:6][CH:5]=[CH:4][CH:3]=1.Br.C1C2C(=CC=CC=2)C=CC=1CS[C:21](=[NH:30])/[CH:22]=[CH:23]/[C:24]1[CH:29]=[CH:28][CH:27]=[CH:26][CH:25]=1.C(Cl)(Cl)[Cl:32]. (4) Given the product [CH2:26]([N+:22]([CH2:19][CH2:20][CH3:21])([CH2:23][CH2:24][CH3:25])[CH2:29][CH2:30][CH3:31])[CH2:27][CH3:28].[F:17][C:2]([F:1])([S:13]([O-:16])(=[O:15])=[O:14])[C:3]([F:11])([F:12])[C:4]([F:10])([F:9])[C:5]([F:8])([F:7])[F:6], predict the reactants needed to synthesize it. The reactants are: [F:1][C:2]([F:17])([S:13]([OH:16])(=[O:15])=[O:14])[C:3]([F:12])([F:11])[C:4]([F:10])([F:9])[C:5]([F:8])([F:7])[F:6].[OH-].[CH2:19]([N+:22]([CH2:29][CH2:30][CH3:31])([CH2:26][CH2:27][CH3:28])[CH2:23][CH2:24][CH3:25])[CH2:20][CH3:21]. (5) Given the product [Cl:1][C:2]1[CH:3]=[C:4]([C:10]2[CH:14]=[CH:13][N:12]([CH2:15][C@@H:16]([NH:18][C:19]([C:21]3[N:22]=[C:23]([C:26]4[CH:27]=[CH:28][NH:29][N:30]=4)[S:24][CH:25]=3)=[O:20])[CH3:17])[N:11]=2)[CH:5]=[CH:6][C:7]=1[C:8]#[N:9], predict the reactants needed to synthesize it. The reactants are: [Cl:1][C:2]1[CH:3]=[C:4]([C:10]2[CH:14]=[CH:13][N:12]([CH2:15][C@@H:16]([NH:18][C:19]([C:21]3[N:22]=[C:23]([C:26]4[N:30](C5CCCCO5)[N:29]=[CH:28][CH:27]=4)[S:24][CH:25]=3)=[O:20])[CH3:17])[N:11]=2)[CH:5]=[CH:6][C:7]=1[C:8]#[N:9].Cl.CCO. (6) The reactants are: [CH3:1][O:2][C:3]1[CH:8]=[CH:7][CH:6]=[CH:5][C:4]=1[C:9]1[N:14]=[CH:13][N:12]=[C:11]([NH:15][C:16]2[CH:17]=[C:18](CS(N)(=O)=O)[CH:19]=[CH:20][CH:21]=2)[N:10]=1.ClC1N=CN=C(NC2C=CC=C([N+:41]([O-:43])=[O:42])C=2)N=1.COC1C=CC=CC=1B(O)O. Given the product [CH3:1][O:2][C:3]1[CH:8]=[CH:7][CH:6]=[CH:5][C:4]=1[C:9]1[N:14]=[CH:13][N:12]=[C:11]([NH:15][C:16]2[CH:21]=[CH:20][CH:19]=[C:18]([N+:41]([O-:43])=[O:42])[CH:17]=2)[N:10]=1, predict the reactants needed to synthesize it. (7) Given the product [C:36]([N:33]1[CH2:34][CH2:35][CH:31]([C:2]2[CH:3]=[C:4]([C:22]([NH2:24])=[O:23])[C:5]([O:8][C:9]3[CH:14]=[CH:13][C:12]([O:15][C:16]4[CH:21]=[CH:20][CH:19]=[CH:18][CH:17]=4)=[CH:11][CH:10]=3)=[N:6][CH:7]=2)[CH2:32]1)#[N:47], predict the reactants needed to synthesize it. The reactants are: Cl[C:2]1[CH:3]=[C:4]([C:22]([NH2:24])=[O:23])[C:5]([O:8][C:9]2[CH:14]=[CH:13][C:12]([O:15][C:16]3[CH:21]=[CH:20][CH:19]=[CH:18][CH:17]=3)=[CH:11][CH:10]=2)=[N:6][CH:7]=1.CC1(C)OB([C:31]2[CH2:32][N:33]([C:36](OC(C)(C)C)=O)[CH2:34][CH:35]=2)OC1(C)C.Cl.[N:47]#CBr. (8) Given the product [C:28]([NH:32][C:33](=[O:34])[NH:1][CH2:2][CH2:3][N:4]1[CH2:5][CH2:6][CH:7]([CH2:10][NH:11][C:12](=[O:27])[C:13]2[CH:18]=[C:17]([C:19]([F:21])([F:22])[F:20])[CH:16]=[C:15]([C:23]([F:24])([F:25])[F:26])[CH:14]=2)[CH2:8][CH2:9]1)([CH3:31])([CH3:30])[CH3:29], predict the reactants needed to synthesize it. The reactants are: [NH2:1][CH2:2][CH2:3][N:4]1[CH2:9][CH2:8][CH:7]([CH2:10][NH:11][C:12](=[O:27])[C:13]2[CH:18]=[C:17]([C:19]([F:22])([F:21])[F:20])[CH:16]=[C:15]([C:23]([F:26])([F:25])[F:24])[CH:14]=2)[CH2:6][CH2:5]1.[C:28]([N:32]=[C:33]=[O:34])([CH3:31])([CH3:30])[CH3:29].CO. (9) The reactants are: [F:1][C:2]1[CH:18]=[CH:17][C:16]([C:19]([F:22])([F:21])[F:20])=[CH:15][C:3]=1[CH2:4][C:5]1[O:9][N:8]=[C:7]([C:10]([O:12]CC)=O)[N:6]=1.Cl.[Cl:24][C:25]1[CH:26]=[C:27]2[C:31](=[CH:32][CH:33]=1)[NH:30][CH:29]=[C:28]2[CH2:34][CH2:35][NH2:36].CN(C(ON1N=NC2C=CC=NC1=2)=[N+](C)C)C.F[P-](F)(F)(F)(F)F.C(N(CC)C(C)C)(C)C. Given the product [Cl:24][C:25]1[CH:26]=[C:27]2[C:31](=[CH:32][CH:33]=1)[NH:30][CH:29]=[C:28]2[CH2:34][CH2:35][NH:36][C:10]([C:7]1[N:6]=[C:5]([CH2:4][C:3]2[CH:15]=[C:16]([C:19]([F:20])([F:21])[F:22])[CH:17]=[CH:18][C:2]=2[F:1])[O:9][N:8]=1)=[O:12], predict the reactants needed to synthesize it. (10) Given the product [F:27][C:28]1[CH:33]=[C:32]([F:34])[CH:31]=[CH:30][C:29]=1[NH:35][C:36]([N:1]1[C:9]2[C:4](=[CH:5][C:6]([O:10][C:11]3[C:20]4[C:15](=[CH:16][C:17]([O:23][CH3:24])=[C:18]([O:21][CH3:22])[CH:19]=4)[N:14]=[CH:13][CH:12]=3)=[CH:7][CH:8]=2)[CH:3]=[CH:2]1)=[O:37], predict the reactants needed to synthesize it. The reactants are: [NH:1]1[C:9]2[C:4](=[CH:5][C:6]([O:10][C:11]3[C:20]4[C:15](=[CH:16][C:17]([O:23][CH3:24])=[C:18]([O:21][CH3:22])[CH:19]=4)[N:14]=[CH:13][CH:12]=3)=[CH:7][CH:8]=2)[CH:3]=[CH:2]1.[H-].[Na+].[F:27][C:28]1[CH:33]=[C:32]([F:34])[CH:31]=[CH:30][C:29]=1[N:35]=[C:36]=[O:37].O.